Dataset: Peptide-MHC class II binding affinity with 134,281 pairs from IEDB. Task: Regression. Given a peptide amino acid sequence and an MHC pseudo amino acid sequence, predict their binding affinity value. This is MHC class II binding data. The peptide sequence is GELYIVDKIDAAFKI. The MHC is DRB1_0404 with pseudo-sequence DRB1_0404. The binding affinity (normalized) is 0.634.